This data is from NCI-60 drug combinations with 297,098 pairs across 59 cell lines. The task is: Regression. Given two drug SMILES strings and cell line genomic features, predict the synergy score measuring deviation from expected non-interaction effect. (1) Drug 1: CCC1(C2=C(COC1=O)C(=O)N3CC4=CC5=C(C=CC(=C5CN(C)C)O)N=C4C3=C2)O.Cl. Drug 2: N.N.Cl[Pt+2]Cl. Synergy scores: CSS=63.7, Synergy_ZIP=4.46, Synergy_Bliss=4.74, Synergy_Loewe=-17.3, Synergy_HSA=5.85. Cell line: DU-145. (2) Drug 1: C1=CC=C(C=C1)NC(=O)CCCCCCC(=O)NO. Drug 2: CN(CC1=CN=C2C(=N1)C(=NC(=N2)N)N)C3=CC=C(C=C3)C(=O)NC(CCC(=O)O)C(=O)O. Cell line: M14. Synergy scores: CSS=15.0, Synergy_ZIP=-5.02, Synergy_Bliss=4.90, Synergy_Loewe=-17.3, Synergy_HSA=1.81. (3) Drug 1: CCC1(CC2CC(C3=C(CCN(C2)C1)C4=CC=CC=C4N3)(C5=C(C=C6C(=C5)C78CCN9C7C(C=CC9)(C(C(C8N6C)(C(=O)OC)O)OC(=O)C)CC)OC)C(=O)OC)O.OS(=O)(=O)O. Drug 2: CCC1(C2=C(COC1=O)C(=O)N3CC4=CC5=C(C=CC(=C5CN(C)C)O)N=C4C3=C2)O.Cl. Cell line: SK-MEL-28. Synergy scores: CSS=23.1, Synergy_ZIP=-7.25, Synergy_Bliss=-3.26, Synergy_Loewe=-4.10, Synergy_HSA=-1.78. (4) Drug 1: C(=O)(N)NO. Drug 2: CN(CCCl)CCCl.Cl. Cell line: HCC-2998. Synergy scores: CSS=20.7, Synergy_ZIP=-0.380, Synergy_Bliss=0.502, Synergy_Loewe=-2.31, Synergy_HSA=2.06. (5) Drug 1: COC1=C(C=C2C(=C1)N=CN=C2NC3=CC(=C(C=C3)F)Cl)OCCCN4CCOCC4. Drug 2: C(=O)(N)NO. Cell line: DU-145. Synergy scores: CSS=27.7, Synergy_ZIP=-5.72, Synergy_Bliss=-6.13, Synergy_Loewe=-35.8, Synergy_HSA=-5.11. (6) Synergy scores: CSS=1.45, Synergy_ZIP=-0.688, Synergy_Bliss=2.35, Synergy_Loewe=-2.25, Synergy_HSA=-1.14. Drug 2: C1=NC(=NC(=O)N1C2C(C(C(O2)CO)O)O)N. Cell line: OVCAR-5. Drug 1: C1=CC(=CC=C1CC(C(=O)O)N)N(CCCl)CCCl.Cl. (7) Drug 1: CC(CN1CC(=O)NC(=O)C1)N2CC(=O)NC(=O)C2. Drug 2: CC1C(C(=O)NC(C(=O)N2CCCC2C(=O)N(CC(=O)N(C(C(=O)O1)C(C)C)C)C)C(C)C)NC(=O)C3=C4C(=C(C=C3)C)OC5=C(C(=O)C(=C(C5=N4)C(=O)NC6C(OC(=O)C(N(C(=O)CN(C(=O)C7CCCN7C(=O)C(NC6=O)C(C)C)C)C)C(C)C)C)N)C. Cell line: MALME-3M. Synergy scores: CSS=22.9, Synergy_ZIP=11.3, Synergy_Bliss=15.6, Synergy_Loewe=14.0, Synergy_HSA=14.6. (8) Drug 1: CS(=O)(=O)OCCCCOS(=O)(=O)C. Drug 2: CCN(CC)CCCC(C)NC1=C2C=C(C=CC2=NC3=C1C=CC(=C3)Cl)OC. Cell line: BT-549. Synergy scores: CSS=26.8, Synergy_ZIP=-4.80, Synergy_Bliss=1.90, Synergy_Loewe=3.77, Synergy_HSA=5.27. (9) Drug 1: CN(C)C1=NC(=NC(=N1)N(C)C)N(C)C. Drug 2: CN(CCCl)CCCl.Cl. Cell line: NCI-H226. Synergy scores: CSS=5.40, Synergy_ZIP=2.33, Synergy_Bliss=8.30, Synergy_Loewe=0.347, Synergy_HSA=3.73. (10) Drug 1: C1CCC(CC1)NC(=O)N(CCCl)N=O. Drug 2: C1CNP(=O)(OC1)N(CCCl)CCCl. Cell line: M14. Synergy scores: CSS=9.79, Synergy_ZIP=1.49, Synergy_Bliss=4.93, Synergy_Loewe=1.59, Synergy_HSA=3.52.